From a dataset of Peptide-MHC class I binding affinity with 185,985 pairs from IEDB/IMGT. Regression. Given a peptide amino acid sequence and an MHC pseudo amino acid sequence, predict their binding affinity value. This is MHC class I binding data. The peptide sequence is FLILCSVLL. The MHC is HLA-A02:12 with pseudo-sequence HLA-A02:12. The binding affinity (normalized) is 0.820.